Task: Predict the reactants needed to synthesize the given product.. Dataset: Full USPTO retrosynthesis dataset with 1.9M reactions from patents (1976-2016) (1) Given the product [C:45]([C:36]1[CH:35]=[C:34]([NH:33][C:31](=[O:32])[CH2:30][CH2:29][CH2:28][C:25]2[CH:26]=[CH:27][C:22]([B:5]3[O:6][CH2:7][C:2]([CH3:20])([CH3:1])[CH2:3][O:4]3)=[CH:23][C:24]=2[CH3:47])[CH:39]=[CH:38][C:37]=1[S:40]([CH2:43][CH3:44])(=[O:42])=[O:41])#[N:46], predict the reactants needed to synthesize it. The reactants are: [CH3:1][C:2]1([CH3:20])[CH2:7][O:6][B:5](C2C=CC(CCCC(O)=O)=CC=2)[O:4][CH2:3]1.Br[C:22]1[CH:27]=[CH:26][C:25]([CH2:28][CH2:29][CH2:30][C:31]([NH:33][C:34]2[CH:39]=[CH:38][C:37]([S:40]([CH2:43][CH3:44])(=[O:42])=[O:41])=[C:36]([C:45]#[N:46])[CH:35]=2)=[O:32])=[C:24]([CH3:47])[CH:23]=1.CC1(C)COB(B2OCC(C)(C)CO2)OC1. (2) Given the product [CH2:32]([O:31][C:24]1[CH2:25][CH2:26][C@H:27]2[C:22](=[CH:21][CH2:20][C@@H:19]3[C@@H:28]2[CH2:29][CH2:30][C@@:15]2([CH2:16][CH3:17])[C@H:18]3[CH:12]=[CH:13][C:14]2=[O:34])[CH:23]=1)[CH3:33], predict the reactants needed to synthesize it. The reactants are: C(N(CC)CC)C.C(O[C@@H:12]1[C@H:18]2[C@H:19]3[C@H:28]([CH2:29][CH2:30][C@:15]2([CH2:16][CH3:17])[C:14](=[O:34])[CH2:13]1)[C@@H:27]1[C:22]([CH:23]=[C:24]([O:31][CH2:32][CH3:33])[CH2:25][CH2:26]1)=[CH:21][CH2:20]3)(=O)C.O. (3) Given the product [F:10][C:7]([F:8])([F:9])[C:6]([NH:25][CH2:24][C:20]1[CH:21]=[CH:22][CH:23]=[C:18]([N+:15]([O-:17])=[O:16])[CH:19]=1)=[O:11], predict the reactants needed to synthesize it. The reactants are: [F:8][C:7]([F:10])([F:9])[C:6](O[C:6](=[O:11])[C:7]([F:10])([F:9])[F:8])=[O:11].Cl.[N+:15]([C:18]1[CH:19]=[C:20]([CH2:24][NH2:25])[CH:21]=[CH:22][CH:23]=1)([O-:17])=[O:16].CCN(CC)CC. (4) Given the product [CH2:44]([S:41]([C:11]1[CH:12]=[C:13]2[CH:14]=[C:15]([CH2:16][C:17]([OH:40])([C:36]([F:39])([F:37])[F:38])[CH2:18][C:19]([C:22]3[CH:27]=[CH:26][CH:25]=[CH:24][C:23]=3[S:28]([NH2:29])(=[O:35])=[O:34])([CH3:21])[CH3:20])[NH:7][C:8]2=[CH:9][N:10]=1)(=[O:42])=[O:43])[CH3:45], predict the reactants needed to synthesize it. The reactants are: C(OC(=O)[NH:7][C:8]1[CH:9]=[N:10][C:11]([S:41]([CH2:44][CH3:45])(=[O:43])=[O:42])=[CH:12][C:13]=1[C:14]#[C:15][CH2:16][C:17]([OH:40])([C:36]([F:39])([F:38])[F:37])[CH2:18][C:19]([C:22]1[CH:27]=[CH:26][CH:25]=[CH:24][C:23]=1[S:28](=[O:35])(=[O:34])[N:29]=CN(C)C)([CH3:21])[CH3:20])(C)(C)C.C1CCN2C(=NCCC2)CC1.O. (5) Given the product [O:2]1[CH2:6][CH2:5][CH:4]([CH2:7][NH:8][C:34]([C:31]2[CH:30]=[C:29]([CH2:28][O:27][CH2:26][C:17]3[CH:18]=[CH:19][C:20]4[CH2:21][CH2:22][CH2:23][CH2:24][C:25]=4[CH:16]=3)[O:33][N:32]=2)=[O:35])[CH2:3]1, predict the reactants needed to synthesize it. The reactants are: Cl.[O:2]1[CH2:6][CH2:5][CH:4]([CH2:7][NH2:8])[CH2:3]1.C(N(CC)CC)C.[CH:16]1[C:25]2[CH2:24][CH2:23][CH2:22][CH2:21][C:20]=2[CH:19]=[CH:18][C:17]=1[CH2:26][O:27][CH2:28][C:29]1[O:33][N:32]=[C:31]([C:34](O)=[O:35])[CH:30]=1.ON1C2C=CC=CC=2N=N1.Cl.C(N=C=NCCCN(C)C)C.Cl. (6) Given the product [Br:5][C:6]1[C:11]([C:12]2[CH:17]=[CH:16][C:15]([F:18])=[CH:14][C:13]=2[F:19])=[C:10]([F:20])[C:9]([O:21][CH:2]([CH3:4])[CH3:3])=[C:8]([CH:22]=[O:23])[CH:7]=1, predict the reactants needed to synthesize it. The reactants are: I[CH:2]([CH3:4])[CH3:3].[Br:5][C:6]1[C:11]([C:12]2[CH:17]=[CH:16][C:15]([F:18])=[CH:14][C:13]=2[F:19])=[C:10]([F:20])[C:9]([OH:21])=[C:8]([CH:22]=[O:23])[CH:7]=1.C(=O)([O-])[O-].[K+].[K+].CN(C=O)C.